Dataset: Catalyst prediction with 721,799 reactions and 888 catalyst types from USPTO. Task: Predict which catalyst facilitates the given reaction. (1) Reactant: [P:1](Cl)(Cl)(Cl)=[O:2].[F:6][C:7]1[CH:32]=[CH:31][C:10]([CH2:11][N:12]2[CH2:16][CH2:15][C@@H:14]([N:17]3[CH2:22][CH2:21][CH:20]([C:23]4[CH:28]=[CH:27][C:26]([OH:29])=[CH:25][CH:24]=4)[CH2:19][CH2:18]3)[C:13]2=[O:30])=[CH:9][CH:8]=1.C(N(CC)CC)C.[OH-:40].[Na+].C[O-:43].[Na+]. Product: [P:1]([OH:2])([OH:43])([O:29][C:26]1[CH:27]=[CH:28][C:23]([CH:20]2[CH2:21][CH2:22][N:17]([C@@H:14]3[CH2:15][CH2:16][N:12]([CH2:11][C:10]4[CH:9]=[CH:8][C:7]([F:6])=[CH:32][CH:31]=4)[C:13]3=[O:30])[CH2:18][CH2:19]2)=[CH:24][CH:25]=1)=[O:40]. The catalyst class is: 36. (2) Reactant: [C:1]([NH:4][C:5]1[S:6][CH:7]=[C:8]([CH2:10][CH2:11][C:12]2[S:16][C:15]([CH2:17][CH2:18][C:19]([O:21]C)=[O:20])=[CH:14][CH:13]=2)[N:9]=1)(=[O:3])[CH3:2].[OH-].[Na+]. Product: [C:1]([NH:4][C:5]1[S:6][CH:7]=[C:8]([CH2:10][CH2:11][C:12]2[S:16][C:15]([CH2:17][CH2:18][C:19]([OH:21])=[O:20])=[CH:14][CH:13]=2)[N:9]=1)(=[O:3])[CH3:2]. The catalyst class is: 12. (3) Reactant: [C:1]([C:3]1[C:4](=N)[O:5][C:6]2[C:11]([C:12]=1[C:13]1[CH:18]=[CH:17][CH:16]=[C:15]([N+:19]([O-:21])=[O:20])[CH:14]=1)=[CH:10][CH:9]=[C:8]1[N:22]([CH3:25])[CH:23]=[CH:24][C:7]=21)#[N:2].[OH-:27].[Na+]. Product: [C:1]([C:3]1[C:4](=[O:27])[O:5][C:6]2[C:11]([C:12]=1[C:13]1[CH:18]=[CH:17][CH:16]=[C:15]([N+:19]([O-:21])=[O:20])[CH:14]=1)=[CH:10][CH:9]=[C:8]1[N:22]([CH3:25])[CH:23]=[CH:24][C:7]=21)#[N:2]. The catalyst class is: 5.